The task is: Predict which catalyst facilitates the given reaction.. This data is from Catalyst prediction with 721,799 reactions and 888 catalyst types from USPTO. (1) Reactant: O=[C:2]1[C:10]2[C:5](=[CH:6][CH:7]=[C:8]([O:11][CH2:12][CH2:13][CH2:14][C:15]3[CH:20]=[CH:19][CH:18]=[CH:17][CH:16]=3)[CH:9]=2)[C:4]([C:21]2[CH:26]=[CH:25][CH:24]=[CH:23][CH:22]=2)=[C:3]1[C:27]#[N:28].[OH:29][NH2:30].Cl.N1C=CC=CC=1. Product: [OH:29][N:30]=[C:2]1[C:10]2[C:5](=[CH:6][CH:7]=[C:8]([O:11][CH2:12][CH2:13][CH2:14][C:15]3[CH:20]=[CH:19][CH:18]=[CH:17][CH:16]=3)[CH:9]=2)[C:4]([C:21]2[CH:26]=[CH:25][CH:24]=[CH:23][CH:22]=2)=[C:3]1[C:27]#[N:28]. The catalyst class is: 8. (2) Reactant: C[C:2]([CH3:5])([O-:4])C.[K+].[NH:7]1[C:15]2[C:10](=[CH:11][CH:12]=[CH:13][CH:14]=2)[CH2:9][C:8]1=[O:16].Br[CH2:18][CH2:19][O:20][CH:21]1[CH2:26][CH2:25][CH2:24][CH2:23][O:22]1. Product: [O:22]1[CH2:23][CH2:24][CH2:25][CH2:26][CH:21]1[O:20][CH2:19][CH2:18][C:9]1([CH2:18][CH2:19][O:20][CH:21]2[CH2:26][CH2:25][CH2:5][CH2:2][O:4]2)[C:10]2[C:15](=[CH:14][CH:13]=[CH:12][CH:11]=2)[NH:7][C:8]1=[O:16]. The catalyst class is: 1. (3) Reactant: [F:1][C:2]1[CH:17]=[C:16]([N+:18]([O-:20])=[O:19])[CH:15]=[CH:14][C:3]=1[O:4][C:5]1[C:6]2[NH:13][CH:12]=[CH:11][C:7]=2[N:8]=[CH:9][N:10]=1.[H-].[Na+].[CH3:23][O:24][CH2:25]Cl.CO. Product: [F:1][C:2]1[CH:17]=[C:16]([N+:18]([O-:20])=[O:19])[CH:15]=[CH:14][C:3]=1[O:4][C:5]1[C:6]2[N:13]([CH2:23][O:24][CH3:25])[CH:12]=[CH:11][C:7]=2[N:8]=[CH:9][N:10]=1. The catalyst class is: 3. (4) Reactant: [Cl:1][C:2]1[CH:3]=[CH:4][C:5]([O:22][CH3:23])=[C:6]([CH:8]([NH:10][C:11]2[CH:16]=[C:15](F)[CH:14]=[CH:13][C:12]=2[S:18]([CH3:21])(=[O:20])=[O:19])[CH3:9])[CH:7]=1.[NH:24]1[CH2:29][CH2:28][NH:27][CH2:26][CH2:25]1.C(N(CC)C(C)C)(C)C. Product: [Cl:1][C:2]1[CH:3]=[CH:4][C:5]([O:22][CH3:23])=[C:6]([CH:8]([NH:10][C:11]2[CH:16]=[C:15]([N:24]3[CH2:29][CH2:28][NH:27][CH2:26][CH2:25]3)[CH:14]=[CH:13][C:12]=2[S:18]([CH3:21])(=[O:20])=[O:19])[CH3:9])[CH:7]=1. The catalyst class is: 10. (5) Product: [Si:10]([O:9][CH2:8][C:5]1[N:6]=[CH:7][C:2]([S:36]([C:25]2[C:24]([O:23][CH3:22])=[CH:35][C:28]3[CH2:29][CH2:30][N:31]([CH3:34])[CH2:32][CH2:33][C:27]=3[CH:26]=2)(=[O:37])=[O:38])=[CH:3][CH:4]=1)([C:13]([CH3:16])([CH3:15])[CH3:14])([CH3:12])[CH3:11]. The catalyst class is: 1. Reactant: Br[C:2]1[CH:3]=[CH:4][C:5]([CH2:8][O:9][Si:10]([C:13]([CH3:16])([CH3:15])[CH3:14])([CH3:12])[CH3:11])=[N:6][CH:7]=1.C([Li])CCC.[CH3:22][O:23][C:24]1[C:25]([S:36](F)(=[O:38])=[O:37])=[CH:26][C:27]2[CH2:33][CH2:32][N:31]([CH3:34])[CH2:30][CH2:29][C:28]=2[CH:35]=1. (6) Reactant: Br[C:2]1[CH:3]=[C:4]([CH:12]=[C:13]([Br:15])[CH:14]=1)[C:5]([O:7][C:8]([CH3:11])([CH3:10])[CH3:9])=[O:6].[Cl-].[F:17][CH:18]([F:24])[C:19](OCC)=[O:20].[Cl-].[NH4+]. Product: [Br:15][C:13]1[CH:12]=[C:4]([CH:3]=[C:2]([CH:19]([OH:20])[CH:18]([F:24])[F:17])[CH:14]=1)[C:5]([O:7][C:8]([CH3:11])([CH3:10])[CH3:9])=[O:6]. The catalyst class is: 83. (7) Reactant: Cl.[CH2:2]([C:4]1[S:24][C:7]2[N:8]=[C:9]([S:18][CH2:19][C:20]([O:22][CH3:23])=[O:21])[N:10]=[C:11]([N:12]3[CH2:17][CH2:16][NH:15][CH2:14][CH2:13]3)[C:6]=2[CH:5]=1)[CH3:3].C(N(C(C)C)CC)(C)C.[C:34]1([C:40]2[O:44][C:43]([C:45](Cl)=[O:46])=[N:42][N:41]=2)[CH:39]=[CH:38][CH:37]=[CH:36][CH:35]=1. Product: [CH2:2]([C:4]1[S:24][C:7]2[N:8]=[C:9]([S:18][CH2:19][C:20]([O:22][CH3:23])=[O:21])[N:10]=[C:11]([N:12]3[CH2:17][CH2:16][N:15]([C:45]([C:43]4[O:44][C:40]([C:34]5[CH:35]=[CH:36][CH:37]=[CH:38][CH:39]=5)=[N:41][N:42]=4)=[O:46])[CH2:14][CH2:13]3)[C:6]=2[CH:5]=1)[CH3:3]. The catalyst class is: 3. (8) Reactant: Cl.[CH3:2][N:3]([CH3:8])[CH2:4][C:5](O)=[O:6].Cl.CN(C)CCCN=C=NCC.C(N(CC)CC)C.[O:28]1[CH2:33][CH2:32][CH2:31][CH2:30][CH:29]1[N:34]1[C:42]2[C:37](=[CH:38][C:39]([C:43]3[N:47]=[CH:46][N:45]([C:48]([C:61]4[CH:66]=[CH:65][CH:64]=[CH:63][CH:62]=4)([C:55]4[CH:60]=[CH:59][CH:58]=[CH:57][CH:56]=4)[C:49]4[CH:54]=[CH:53][CH:52]=[CH:51][CH:50]=4)[N:44]=3)=[CH:40][CH:41]=2)[C:36]([C:67]2[CH:68]=[C:69]([NH2:73])[CH:70]=[CH:71][CH:72]=2)=[N:35]1. Product: [CH3:2][N:3]([CH3:8])[CH2:4][C:5]([NH:73][C:69]1[CH:70]=[CH:71][CH:72]=[C:67]([C:36]2[C:37]3[C:42](=[CH:41][CH:40]=[C:39]([C:43]4[N:47]=[CH:46][N:45]([C:48]([C:49]5[CH:50]=[CH:51][CH:52]=[CH:53][CH:54]=5)([C:55]5[CH:60]=[CH:59][CH:58]=[CH:57][CH:56]=5)[C:61]5[CH:66]=[CH:65][CH:64]=[CH:63][CH:62]=5)[N:44]=4)[CH:38]=3)[N:34]([CH:29]3[CH2:30][CH2:31][CH2:32][CH2:33][O:28]3)[N:35]=2)[CH:68]=1)=[O:6]. The catalyst class is: 4. (9) Reactant: Cl[C:2]1[C:11]2[C:6](=[CH:7][CH:8]=[C:9]([C:12]([O:14][CH3:15])=[O:13])[CH:10]=2)[N:5]=[CH:4][CH:3]=1.[CH3:16][C:17]([O:20][C:21]([N:23]1[CH2:28][CH2:27][NH:26][CH2:25][CH2:24]1)=[O:22])([CH3:19])[CH3:18]. Product: [C:17]([O:20][C:21]([N:23]1[CH2:28][CH2:27][N:26]([C:2]2[C:11]3[C:6](=[CH:7][CH:8]=[C:9]([C:12]([O:14][CH3:15])=[O:13])[CH:10]=3)[N:5]=[CH:4][CH:3]=2)[CH2:25][CH2:24]1)=[O:22])([CH3:19])([CH3:16])[CH3:18]. The catalyst class is: 32.